Dataset: Forward reaction prediction with 1.9M reactions from USPTO patents (1976-2016). Task: Predict the product of the given reaction. (1) Given the reactants Cl[CH2:2][C:3]1[CH:4]=[CH:5][C:6]([O:13][CH2:14][C:15]2[N:16]=[C:17]([C:21]3[O:22][CH:23]=[CH:24][CH:25]=3)[O:18][C:19]=2[CH3:20])=[C:7]([CH:12]=1)[C:8]([O:10][CH3:11])=[O:9].[OH:26][C:27]1[C:31]([CH:32]=[O:33])=[CH:30][N:29]([C:34]2[CH:39]=[CH:38][CH:37]=[CH:36][CH:35]=2)[N:28]=1.CN(C)C=O.[H-].[Na+], predict the reaction product. The product is: [CH:32]([C:31]1[C:27]([O:26][CH2:2][C:3]2[CH:4]=[CH:5][C:6]([O:13][CH2:14][C:15]3[N:16]=[C:17]([C:21]4[O:22][CH:23]=[CH:24][CH:25]=4)[O:18][C:19]=3[CH3:20])=[C:7]([CH:12]=2)[C:8]([O:10][CH3:11])=[O:9])=[N:28][N:29]([C:34]2[CH:39]=[CH:38][CH:37]=[CH:36][CH:35]=2)[CH:30]=1)=[O:33]. (2) Given the reactants [Cl:1]C1CC(=O)NC1=O.[F:9][C:10]1[N:15]=[C:14]([N:16]2[CH2:21][CH2:20][O:19][CH2:18][CH2:17]2)[CH:13]=[CH:12][CH:11]=1.O.C(Cl)Cl, predict the reaction product. The product is: [Cl:1][C:11]1[CH:12]=[CH:13][C:14]([N:16]2[CH2:21][CH2:20][O:19][CH2:18][CH2:17]2)=[N:15][C:10]=1[F:9]. (3) Given the reactants [CH3:1][O:2][C:3]1[CH:12]=[C:11]2[C:6]([C:7](=O)[CH2:8][C@H:9]([C:13]3[CH:22]=[CH:21][C:16]([C:17]([O:19][CH3:20])=[O:18])=[CH:15][CH:14]=3)[O:10]2)=[CH:5][CH:4]=1.Cl.[CH3:25][O:26][NH2:27], predict the reaction product. The product is: [CH3:1][O:2][C:3]1[CH:4]=[C:5]2[C:6]([C:7](=[N:27][O:26][CH3:25])[CH2:8][C@H:9]([C:13]3[CH:14]=[CH:15][C:16]([C:17]([O:19][CH3:20])=[O:18])=[CH:21][CH:22]=3)[O:10]2)=[CH:11][CH:12]=1. (4) Given the reactants C(O[C:5]([CH3:8])([CH3:7])[CH3:6])(=O)C.[CH2:9]([O:11][C:12](=[O:36])[CH:13]([OH:35])[C:14]1[C:15]([CH3:34])=[N:16][C:17]2[S:18][C:19]3[CH2:20][O:21][CH2:22][CH2:23][C:24]=3[C:25]=2[C:26]=1[C:27]1[CH:32]=[CH:31][C:30]([CH3:33])=[CH:29][CH:28]=1)[CH3:10].S(=O)(=O)(O)O.C(=O)(O)[O-].[Na+], predict the reaction product. The product is: [CH2:9]([O:11][C:12](=[O:36])[CH:13]([O:35][C:5]([CH3:8])([CH3:7])[CH3:6])[C:14]1[C:15]([CH3:34])=[N:16][C:17]2[S:18][C:19]3[CH2:20][O:21][CH2:22][CH2:23][C:24]=3[C:25]=2[C:26]=1[C:27]1[CH:28]=[CH:29][C:30]([CH3:33])=[CH:31][CH:32]=1)[CH3:10]. (5) Given the reactants [OH:1][C:2]1[CH:3]=[C:4]([CH:7]=[CH:8][CH:9]=1)[CH:5]=[O:6].I[CH:11]([CH3:13])[CH3:12].C([O-])([O-])=O.[K+].[K+].C([O-])([O-])=O.[Cs+].[Cs+], predict the reaction product. The product is: [CH:11]([O:1][C:2]1[CH:3]=[C:4]([CH:7]=[CH:8][CH:9]=1)[CH:5]=[O:6])([CH3:13])[CH3:12].